This data is from Forward reaction prediction with 1.9M reactions from USPTO patents (1976-2016). The task is: Predict the product of the given reaction. (1) Given the reactants [C:1]([C:3]1[CH:8]=[CH:7][C:6]([NH:9][C:10]2[N:18]=[C:17]3[C:13]([N:14]=[CH:15][N:16]3[CH3:19])=[C:12]([O:20][C:21]3[C:26]([CH3:27])=[CH:25][C:24]([C:28]4[CH:33]=[CH:32][C:31]([C:34]([O:36]C)=[O:35])=[CH:30][CH:29]=4)=[CH:23][C:22]=3[CH3:38])[N:11]=2)=[CH:5][CH:4]=1)#[N:2].[OH-].[Li+].CO.Cl, predict the reaction product. The product is: [C:1]([C:3]1[CH:8]=[CH:7][C:6]([NH:9][C:10]2[N:18]=[C:17]3[C:13]([N:14]=[CH:15][N:16]3[CH3:19])=[C:12]([O:20][C:21]3[C:22]([CH3:38])=[CH:23][C:24]([C:28]4[CH:29]=[CH:30][C:31]([C:34]([OH:36])=[O:35])=[CH:32][CH:33]=4)=[CH:25][C:26]=3[CH3:27])[N:11]=2)=[CH:5][CH:4]=1)#[N:2]. (2) Given the reactants [Br:1][CH2:2][C:3]1[CH:11]=[CH:10][C:6]([C:7]([OH:9])=[O:8])=[CH:5][CH:4]=1.[C:12](OC(=N)C(Cl)(Cl)Cl)([CH3:15])([CH3:14])[CH3:13].B(F)(F)F.CCOCC.C([O-])(O)=O.[Na+], predict the reaction product. The product is: [Br:1][CH2:2][C:3]1[CH:11]=[CH:10][C:6]([C:7]([O:9][C:12]([CH3:15])([CH3:14])[CH3:13])=[O:8])=[CH:5][CH:4]=1. (3) Given the reactants [Br:1][C:2]1[CH:7]=[CH:6][C:5]([O:8][CH2:9][CH2:10][CH2:11]Cl)=[C:4]([F:13])[CH:3]=1.[NH:14]1[CH2:18][CH2:17][CH2:16][CH2:15]1, predict the reaction product. The product is: [Br:1][C:2]1[CH:7]=[CH:6][C:5]([O:8][CH2:9][CH2:10][CH2:11][N:14]2[CH2:18][CH2:17][CH2:16][CH2:15]2)=[C:4]([F:13])[CH:3]=1.